Task: Predict the reaction yield, written as a fraction of the theoretical maximum amount of product (1.0 means a 100% yield; for example, 0.34 means a 34% yield).. Dataset: Reaction yield outcomes from USPTO patents with 853,638 reactions (1) The product is [F:47][C:44]1[CH:45]=[CH:46][C:41]([C:39]2[N:40]=[C:36]([CH2:35][CH:33]3[CH2:34][N:31]([C:58]([C:57]4[CH:61]=[CH:62][CH:63]=[C:55]([C:52]5[N:51]=[C:50]([C:49]([F:64])([F:48])[F:65])[O:54][N:53]=5)[CH:56]=4)=[O:59])[CH2:32]3)[S:37][CH:38]=2)=[CH:42][CH:43]=1. The catalyst is CN(C=O)C. The yield is 0.420. The reactants are CN(C1C=CC=CN=1)C.CCN=C=NCCCN(C)C.C1C=CC2N(O)N=NC=2C=1.[NH:31]1[CH2:34][CH:33]([CH2:35][C:36]2[S:37][CH:38]=[C:39]([C:41]3[CH:46]=[CH:45][C:44]([F:47])=[CH:43][CH:42]=3)[N:40]=2)[CH2:32]1.[F:48][C:49]([F:65])([F:64])[C:50]1[O:54][N:53]=[C:52]([C:55]2[CH:56]=[C:57]([CH:61]=[CH:62][CH:63]=2)[C:58](O)=[O:59])[N:51]=1. (2) The reactants are [H-].[Na+].[Cl:3][C:4]1[CH:9]=[C:8]([Cl:10])[CH:7]=[CH:6][C:5]=1[OH:11].BrC[O:14][C:15](=[O:17])[CH3:16].O. The catalyst is CN(C)C=O. The product is [Cl:3][C:4]1[CH:9]=[C:8]([Cl:10])[CH:7]=[CH:6][C:5]=1[O:11][CH2:16][C:15]([OH:17])=[O:14]. The yield is 0.940. (3) The reactants are Cl[C:2]1[CH:7]=[C:6]([O:8][CH2:9][C:10]([F:13])([F:12])[F:11])[C:5]([CH3:14])=[CH:4][C:3]=1[N+:15]([O-:17])=[O:16].[H-].[Na+].[CH3:20][OH:21]. The catalyst is CN(C=O)C.O. The product is [CH3:20][O:21][C:2]1[CH:7]=[C:6]([O:8][CH2:9][C:10]([F:13])([F:12])[F:11])[C:5]([CH3:14])=[CH:4][C:3]=1[N+:15]([O-:17])=[O:16]. The yield is 0.400. (4) The reactants are [I:1][C:2]1[CH:7]=[CH:6][CH:5]=[C:4](/[CH:8]=[CH:9]/[C:10]2[CH:15]=[CH:14][C:13]([O:16]C)=[CH:12][CH:11]=2)[CH:3]=1.B(Br)(Br)Br.O. The catalyst is C(Cl)Cl. The product is [I:1][C:2]1[CH:3]=[C:4]([CH:5]=[CH:6][CH:7]=1)/[CH:8]=[CH:9]/[C:10]1[CH:15]=[CH:14][C:13]([OH:16])=[CH:12][CH:11]=1. The yield is 0.920.